Dataset: Forward reaction prediction with 1.9M reactions from USPTO patents (1976-2016). Task: Predict the product of the given reaction. (1) Given the reactants [NH2:1][CH2:2][C:3]1[CH:8]=[CH:7][C:6]([C:9]2[CH:14]=[CH:13][N:12]=[C:11]3[NH:15][C:16]([C:18]4[N:23]=[CH:22][C:21]([N:24]([CH3:26])[CH3:25])=[CH:20][CH:19]=4)=[N:17][C:10]=23)=[CH:5][C:4]=1[F:27].[Na].[C:29]([C:33]1[O:37][N:36]=[C:35]([C:38](O)=[O:39])[N:34]=1)([CH3:32])([CH3:31])[CH3:30].C1CN([P+](Br)(N2CCCC2)N2CCCC2)CC1.F[P-](F)(F)(F)(F)F.CN(C=O)C.CCN(C(C)C)C(C)C, predict the reaction product. The product is: [CH3:26][N:24]([CH3:25])[C:21]1[CH:20]=[CH:19][C:18]([C:16]2[NH:15][C:11]3=[N:12][CH:13]=[CH:14][C:9]([C:6]4[CH:7]=[CH:8][C:3]([CH2:2][NH:1][C:38]([C:35]5[N:34]=[C:33]([C:29]([CH3:32])([CH3:31])[CH3:30])[O:37][N:36]=5)=[O:39])=[C:4]([F:27])[CH:5]=4)=[C:10]3[N:17]=2)=[N:23][CH:22]=1. (2) Given the reactants [C:1]([O:5][C:6]1[C:7]([CH:12]=O)=[N:8][CH:9]=[CH:10][N:11]=1)([CH3:4])([CH3:3])[CH3:2].[C:14]([C:17]1[CH:30]=[CH:29][CH:28]=[CH:27][C:18]=1[O:19][CH2:20][CH:21]1[CH2:26][CH2:25][NH:24][CH2:23][CH2:22]1)(=[O:16])[NH2:15].C(O[BH-](OC(=O)C)OC(=O)C)(=O)C.[Na+].C(=O)(O)[O-].[Na+], predict the reaction product. The product is: [C:1]([O:5][C:6]1[C:7]([CH2:12][N:24]2[CH2:23][CH2:22][CH:21]([CH2:20][O:19][C:18]3[CH:27]=[CH:28][CH:29]=[CH:30][C:17]=3[C:14]([NH2:15])=[O:16])[CH2:26][CH2:25]2)=[N:8][CH:9]=[CH:10][N:11]=1)([CH3:2])([CH3:3])[CH3:4]. (3) Given the reactants [NH2:1][C:2]1[S:3][C:4]([C:8]([NH:10][CH2:11][CH2:12][C:13]#[N:14])=[O:9])=[C:5]([CH3:7])[N:6]=1.NC1SC(C(NCC)=O)=C(C)N=1.[CH2:27]([C:34]1[CH:42]=[CH:41][C:37]([C:38](Cl)=[O:39])=[CH:36][CH:35]=1)[C:28]1[CH:33]=[CH:32][CH:31]=[CH:30][CH:29]=1, predict the reaction product. The product is: [CH2:27]([C:34]1[CH:35]=[CH:36][C:37]([C:38]([NH:1][C:2]2[S:3][C:4]([C:8]([NH:10][CH2:11][CH2:12][C:13]#[N:14])=[O:9])=[C:5]([CH3:7])[N:6]=2)=[O:39])=[CH:41][CH:42]=1)[C:28]1[CH:29]=[CH:30][CH:31]=[CH:32][CH:33]=1.